From a dataset of Full USPTO retrosynthesis dataset with 1.9M reactions from patents (1976-2016). Predict the reactants needed to synthesize the given product. (1) Given the product [Br:13][C:14]1[CH:19]=[CH:18][C:17]([O:20][CH:21]([F:22])[F:23])=[CH:16][C:15]=1[CH2:24][N:4]1[N:5]=[N:6][C:2]([CH3:1])=[N:3]1, predict the reactants needed to synthesize it. The reactants are: [CH3:1][C:2]1[NH:6][N:5]=[N:4][N:3]=1.C(=O)([O-])[O-].[K+].[K+].[Br:13][C:14]1[CH:19]=[CH:18][C:17]([O:20][CH:21]([F:23])[F:22])=[CH:16][C:15]=1[CH2:24]Br. (2) The reactants are: [CH3:1][O:2][N:3]=[CH:4][C:5]1[CH:10]=[CH:9][C:8]([F:11])=[CH:7][CH:6]=1.C([BH3-])#N.[Na+]. Given the product [F:11][C:8]1[CH:7]=[CH:6][C:5]([CH2:4][NH:3][O:2][CH3:1])=[CH:10][CH:9]=1, predict the reactants needed to synthesize it.